From a dataset of Forward reaction prediction with 1.9M reactions from USPTO patents (1976-2016). Predict the product of the given reaction. (1) Given the reactants [NH2:1][C:2]1[N:7]=[CH:6][N:5]=[C:4]2[N:8]([CH2:25][C@@H:26]3[CH2:30][CH2:29][CH2:28][N:27]3[C:31](=[O:49])[C:32]([C:47]#[N:48])=[CH:33][C:34]([N:37]([CH2:45][CH3:46])C(=O)OC(C)(C)C)([CH3:36])[CH3:35])[N:9]=[C:10]([C:11]3[CH:16]=[CH:15][C:14]([O:17][C:18]4[CH:23]=[CH:22][CH:21]=[CH:20][CH:19]=4)=[CH:13][C:12]=3[F:24])[C:3]=12.C(O)(C(F)(F)F)=O, predict the reaction product. The product is: [NH2:1][C:2]1[N:7]=[CH:6][N:5]=[C:4]2[N:8]([CH2:25][C@@H:26]3[CH2:30][CH2:29][CH2:28][N:27]3[C:31]([C:32](=[CH:33][C:34]([NH:37][CH2:45][CH3:46])([CH3:35])[CH3:36])[C:47]#[N:48])=[O:49])[N:9]=[C:10]([C:11]3[CH:16]=[CH:15][C:14]([O:17][C:18]4[CH:19]=[CH:20][CH:21]=[CH:22][CH:23]=4)=[CH:13][C:12]=3[F:24])[C:3]=12. (2) Given the reactants [CH3:1][O:2][CH:3]([O:25][CH3:26])[C:4]1[CH:5]=[C:6]2[C:11](=[CH:12][CH:13]=1)[N:10]=[CH:9][N:8]([C:14]1[CH:15]=[C:16]([CH:20]=[CH:21][C:22]=1[CH3:23])[C:17](O)=[O:18])[C:7]2=[O:24].C(N(CC)C(C)C)(C)C.CN([C:39]([O:43][N:44]1N=NC2C=CC=NC1=2)=[N+](C)C)C.F[P-](F)(F)(F)(F)F.Cl.CON, predict the reaction product. The product is: [CH3:1][O:2][CH:3]([O:25][CH3:26])[C:4]1[CH:5]=[C:6]2[C:11](=[CH:12][CH:13]=1)[N:10]=[CH:9][N:8]([C:14]1[CH:15]=[C:16]([CH:20]=[CH:21][C:22]=1[CH3:23])[C:17]([NH:44][O:43][CH3:39])=[O:18])[C:7]2=[O:24]. (3) Given the reactants [CH:1]([C:3]1[CH:22]=[C:21]([N+:23]([O-:25])=[O:24])[CH:20]=[CH:19][C:4]=1[O:5][C:6]1[CH:7]=[C:8]([CH2:14][C:15]([O:17][CH3:18])=[O:16])[CH:9]=[CH:10][C:11]=1[O:12][CH3:13])=[O:2].[BH4-].[Na+].Cl, predict the reaction product. The product is: [OH:2][CH2:1][C:3]1[CH:22]=[C:21]([N+:23]([O-:25])=[O:24])[CH:20]=[CH:19][C:4]=1[O:5][C:6]1[CH:7]=[C:8]([CH2:14][C:15]([O:17][CH3:18])=[O:16])[CH:9]=[CH:10][C:11]=1[O:12][CH3:13]. (4) Given the reactants [CH:1]1([C:10]([OH:12])=[O:11])[C:9]2[C:4](=[CH:5][CH:6]=[CH:7][CH:8]=2)[CH2:3][CH2:2]1.[N+:13]([O-])([OH:15])=[O:14], predict the reaction product. The product is: [N+:13]([C:7]1[CH:8]=[C:9]2[C:4]([CH2:3][CH2:2][CH:1]2[C:10]([OH:12])=[O:11])=[CH:5][CH:6]=1)([O-:15])=[O:14]. (5) Given the reactants [Cl:1][C:2]1[CH:7]=[CH:6][C:5]([OH:8])=[CH:4][CH:3]=1.Br[C:10]1[CH:15]=[CH:14][CH:13]=[CH:12][C:11]=1[CH2:16][C:17]([O:19]C)=[O:18].C(=O)([O-])[O-].[Cs+].[Cs+].NCC(O)=O, predict the reaction product. The product is: [Cl:1][C:2]1[CH:7]=[CH:6][C:5]([O:8][C:10]2[CH:15]=[CH:14][CH:13]=[CH:12][C:11]=2[CH2:16][C:17]([OH:19])=[O:18])=[CH:4][CH:3]=1. (6) Given the reactants [F:1][C:2]1[CH:7]=[CH:6][C:5]([NH:8][C:9]2[CH:14]=[C:13](S)[N:12]=[CH:11][C:10]=2[C:16]([N:18]2[CH2:23][CH2:22][CH:21]([C:24]3[CH:29]=[CH:28][C:27]([F:30])=[CH:26][CH:25]=3)[CH2:20][CH2:19]2)=[O:17])=[C:4]([CH3:31])[CH:3]=1.[N+]([O-])([O-])=O.[K+].[S:37](Cl)(Cl)(=[O:39])=[O:38].[CH:42]1([NH2:45])[CH2:44][CH2:43]1, predict the reaction product. The product is: [CH:42]1([NH:45][S:37]([C:13]2[CH:14]=[C:9]([NH:8][C:5]3[CH:6]=[CH:7][C:2]([F:1])=[CH:3][C:4]=3[CH3:31])[C:10]([C:16]([N:18]3[CH2:23][CH2:22][CH:21]([C:24]4[CH:29]=[CH:28][C:27]([F:30])=[CH:26][CH:25]=4)[CH2:20][CH2:19]3)=[O:17])=[CH:11][N:12]=2)(=[O:39])=[O:38])[CH2:44][CH2:43]1. (7) Given the reactants [NH2:1][NH:2][C:3]([C:5]1[C:10]([C:11]([F:14])([F:13])[F:12])=[CH:9][CH:8]=[CH:7][N:6]=1)=[NH:4].[CH2:15]([N:17]([CH2:27][CH3:28])[C:18]1[CH:25]=[CH:24][C:21]([CH:22]=O)=[C:20]([OH:26])[CH:19]=1)[CH3:16], predict the reaction product. The product is: [CH2:27]([N:17]([CH2:15][CH3:16])[C:18]1[CH:25]=[CH:24][C:21]([C:22]2[NH:1][N:2]=[C:3]([C:5]3[C:10]([C:11]([F:12])([F:13])[F:14])=[CH:9][CH:8]=[CH:7][N:6]=3)[N:4]=2)=[C:20]([OH:26])[CH:19]=1)[CH3:28].